The task is: Predict the product of the given reaction.. This data is from Forward reaction prediction with 1.9M reactions from USPTO patents (1976-2016). (1) Given the reactants [CH3:1][O:2][C:3](=[O:21])[CH2:4][C:5]([N:8]1[CH:12]=[C:11]([NH:13][C:14](=[O:20])[CH:15]([NH2:19])[CH2:16][CH2:17][CH3:18])[N:10]=[CH:9]1)([CH3:7])[CH3:6].[OH:22][C@@H:23]([C:27]([CH3:30])([CH3:29])[CH3:28])[C:24](O)=[O:25], predict the reaction product. The product is: [CH3:1][O:2][C:3](=[O:21])[CH2:4][C:5]([N:8]1[CH:12]=[C:11]([NH:13][C:14](=[O:20])[CH:15]([NH:19][C:24](=[O:25])[CH:23]([OH:22])[C:27]([CH3:30])([CH3:29])[CH3:28])[CH2:16][CH2:17][CH3:18])[N:10]=[CH:9]1)([CH3:6])[CH3:7]. (2) Given the reactants Cl.[NH2:2][CH2:3][CH:4]([CH2:16][CH:17]([CH3:19])[CH3:18])[CH2:5][C:6]([O:8][CH2:9][C:10]1[CH:15]=[CH:14][CH:13]=[CH:12][CH:11]=1)=[O:7].CN1CCOCC1.Cl[C:28]([O:30][CH:31]([Cl:35])[CH:32]([CH3:34])[CH3:33])=[O:29], predict the reaction product. The product is: [Cl:35][CH:31]([O:30][C:28]([NH:2][CH2:3][CH:4]([CH2:16][CH:17]([CH3:19])[CH3:18])[CH2:5][C:6]([O:8][CH2:9][C:10]1[CH:11]=[CH:12][CH:13]=[CH:14][CH:15]=1)=[O:7])=[O:29])[CH:32]([CH3:34])[CH3:33]. (3) Given the reactants [CH2:1]([O:3][C:4]([C:6]1([CH2:19][CH:20]([CH3:22])[CH3:21])[CH2:11][CH2:10][N:9](C(OC(C)(C)C)=O)[CH2:8][CH2:7]1)=[O:5])[CH3:2].[ClH:23], predict the reaction product. The product is: [ClH:23].[CH2:1]([O:3][C:4]([C:6]1([CH2:19][CH:20]([CH3:21])[CH3:22])[CH2:11][CH2:10][NH:9][CH2:8][CH2:7]1)=[O:5])[CH3:2]. (4) Given the reactants [SH2:1].[O:2]=[C:3]1[N:8]([C:9]2[CH:14]=[CH:13][CH:12]=[CH:11][CH:10]=2)[C:7]2[S:15][C:16]([C:24]#[N:25])=[C:17]([C:18]3[CH:23]=[CH:22][CH:21]=[CH:20][CH:19]=3)[C:6]=2[CH:5]=[CH:4]1, predict the reaction product. The product is: [O:2]=[C:3]1[N:8]([C:9]2[CH:10]=[CH:11][CH:12]=[CH:13][CH:14]=2)[C:7]2[S:15][C:16]([C:24](=[S:1])[NH2:25])=[C:17]([C:18]3[CH:23]=[CH:22][CH:21]=[CH:20][CH:19]=3)[C:6]=2[CH:5]=[CH:4]1. (5) Given the reactants [Cl:1][C:2]1[C:9]([CH3:10])=[CH:8][CH:7]=[CH:6][C:3]=1[C:4]#[N:5].C1C(=O)N([Br:18])C(=O)C1.CC(N=NC(C#N)(C)C)(C#N)C, predict the reaction product. The product is: [Br:18][CH2:10][C:9]1[C:2]([Cl:1])=[C:3]([CH:6]=[CH:7][CH:8]=1)[C:4]#[N:5]. (6) Given the reactants C(=O)=O.S(=O)(=O)(O)O.[C:9]([CH2:13][OH:14])([F:12])([F:11])[F:10].C[O:16][CH:17](O)[C:18]([F:21])([F:20])[F:19], predict the reaction product. The product is: [C:9]([CH:13]([O:16][CH2:17][C:18]([F:21])([F:20])[F:19])[OH:14])([F:12])([F:11])[F:10]. (7) The product is: [Cl:1][C:2]1[C:7]([C:8]#[N:9])=[C:6]([C:10]2[CH:15]=[CH:14][C:13]([O:16][C:17]3[CH:22]=[CH:21][CH:20]=[CH:19][CH:18]=3)=[CH:12][CH:11]=2)[N:5]=[C:4]([C:27]2[CH:28]=[CH:29][C:30]([O:36][CH3:37])=[C:31]([CH:35]=2)[C:32]([OH:34])=[O:33])[CH:3]=1. Given the reactants [Cl:1][C:2]1[C:7]([C:8]#[N:9])=[C:6]([C:10]2[CH:15]=[CH:14][C:13]([O:16][C:17]3[CH:22]=[CH:21][CH:20]=[CH:19][CH:18]=3)=[CH:12][CH:11]=2)[N:5]=[C:4](Cl)[CH:3]=1.B([C:27]1[CH:28]=[CH:29][C:30]([O:36][CH3:37])=[C:31]([CH:35]=1)[C:32]([OH:34])=[O:33])(O)O.P([O-])([O-])([O-])=O.[K+].[K+].[K+].Cl, predict the reaction product. (8) Given the reactants [Cl:1][C:2]1[CH:3]=[CH:4][C:5]([NH:11][CH:12]([CH3:14])[CH3:13])=[C:6]([CH:10]=1)[C:7]([OH:9])=O.[CH:15]1([C:20]2[CH:39]=[CH:38][C:23]([CH2:24][NH:25][CH2:26][CH2:27][C:28]3[CH:33]=[CH:32][CH:31]=[C:30]([C:34]([F:37])([F:36])[F:35])[CH:29]=3)=[CH:22][CH:21]=2)[CH2:19][CH2:18][CH2:17][CH2:16]1.CN(C(ON1N=NC2C=CC=CC1=2)=[N+](C)C)C.[B-](F)(F)(F)F.C(N(CC)C(C)C)(C)C, predict the reaction product. The product is: [Cl:1][C:2]1[CH:3]=[CH:4][C:5]([NH:11][CH:12]([CH3:14])[CH3:13])=[C:6]([CH:10]=1)[C:7]([N:25]([CH2:24][C:23]1[CH:22]=[CH:21][C:20]([CH:15]2[CH2:19][CH2:18][CH2:17][CH2:16]2)=[CH:39][CH:38]=1)[CH2:26][CH2:27][C:28]1[CH:33]=[CH:32][CH:31]=[C:30]([C:34]([F:35])([F:36])[F:37])[CH:29]=1)=[O:9]. (9) Given the reactants [Br:1][C:2]1[CH:7]=[CH:6][C:5]([N:8]([C:16]2[CH:21]=[CH:20][C:19]([C:22]#[N:23])=[CH:18][CH:17]=2)[C:9](=[O:15])[O:10][C:11]([CH3:14])([CH3:13])[CH3:12])=[CH:4][C:3]=1[CH3:24].[Br:25]N1C(=O)CCC1=O, predict the reaction product. The product is: [Br:1][C:2]1[CH:7]=[CH:6][C:5]([N:8]([C:16]2[CH:17]=[CH:18][C:19]([C:22]#[N:23])=[CH:20][CH:21]=2)[C:9](=[O:15])[O:10][C:11]([CH3:12])([CH3:13])[CH3:14])=[CH:4][C:3]=1[CH2:24][Br:25]. (10) Given the reactants [H-].[Na+].[CH2:3]([O:10][CH2:11][C@H:12]([OH:16])[CH2:13][CH:14]=[CH2:15])[C:4]1[CH:9]=[CH:8][CH:7]=[CH:6][CH:5]=1.Br[CH2:18][CH:19]([O:23][CH2:24][CH3:25])[O:20][CH2:21][CH3:22], predict the reaction product. The product is: [CH2:21]([O:20][CH:19]([O:23][CH2:24][CH3:25])[CH2:18][O:16][C@H:12]([CH2:13][CH:14]=[CH2:15])[CH2:11][O:10][CH2:3][C:4]1[CH:9]=[CH:8][CH:7]=[CH:6][CH:5]=1)[CH3:22].